Task: Predict the product of the given reaction.. Dataset: Forward reaction prediction with 1.9M reactions from USPTO patents (1976-2016) The product is: [CH3:23][C:2]([CH3:1])([O:4][C:5]([NH:7][C@H:8]([CH2:13][C:14]1[CH:19]=[C:18]([F:20])[C:17]([F:21])=[CH:16][C:15]=1[F:22])[CH2:9][C:10]([N:33]1[CH2:34][CH2:35][C:36]2[CH:41]=[N:40][C:39]([C:42]([F:45])([F:43])[F:44])=[N:38][C:37]=2[CH:32]1[CH2:25][C:26]1[CH:31]=[CH:30][CH:29]=[CH:28][CH:27]=1)=[O:12])=[O:6])[CH3:3]. Given the reactants [CH3:1][C:2]([CH3:23])([O:4][C:5]([NH:7][C@H:8]([CH2:13][C:14]1[CH:19]=[C:18]([F:20])[C:17]([F:21])=[CH:16][C:15]=1[F:22])[CH2:9][C:10]([OH:12])=O)=[O:6])[CH3:3].Cl.[CH2:25]([CH:32]1[C:37]2[N:38]=[C:39]([C:42]([F:45])([F:44])[F:43])[N:40]=[CH:41][C:36]=2[CH2:35][CH2:34][NH:33]1)[C:26]1[CH:31]=[CH:30][CH:29]=[CH:28][CH:27]=1.C(Cl)CCl.CN1CCOCC1, predict the reaction product.